Dataset: NCI-60 drug combinations with 297,098 pairs across 59 cell lines. Task: Regression. Given two drug SMILES strings and cell line genomic features, predict the synergy score measuring deviation from expected non-interaction effect. (1) Drug 1: C1=C(C(=O)NC(=O)N1)F. Drug 2: C1=NC2=C(N1)C(=S)N=C(N2)N. Cell line: COLO 205. Synergy scores: CSS=64.3, Synergy_ZIP=-6.68, Synergy_Bliss=-7.98, Synergy_Loewe=-2.59, Synergy_HSA=-0.667. (2) Drug 1: CC1C(C(=O)NC(C(=O)N2CCCC2C(=O)N(CC(=O)N(C(C(=O)O1)C(C)C)C)C)C(C)C)NC(=O)C3=C4C(=C(C=C3)C)OC5=C(C(=O)C(=C(C5=N4)C(=O)NC6C(OC(=O)C(N(C(=O)CN(C(=O)C7CCCN7C(=O)C(NC6=O)C(C)C)C)C)C(C)C)C)N)C. Drug 2: CCC1(CC2CC(C3=C(CCN(C2)C1)C4=CC=CC=C4N3)(C5=C(C=C6C(=C5)C78CCN9C7C(C=CC9)(C(C(C8N6C=O)(C(=O)OC)O)OC(=O)C)CC)OC)C(=O)OC)O.OS(=O)(=O)O. Cell line: HCC-2998. Synergy scores: CSS=27.8, Synergy_ZIP=-6.75, Synergy_Bliss=-4.82, Synergy_Loewe=-7.03, Synergy_HSA=-3.75. (3) Drug 1: C1=NC2=C(N=C(N=C2N1C3C(C(C(O3)CO)O)O)F)N. Drug 2: C1C(C(OC1N2C=NC3=C2NC=NCC3O)CO)O. Cell line: CCRF-CEM. Synergy scores: CSS=65.4, Synergy_ZIP=7.52, Synergy_Bliss=4.77, Synergy_Loewe=2.83, Synergy_HSA=4.70.